Task: Predict the product of the given reaction.. Dataset: Forward reaction prediction with 1.9M reactions from USPTO patents (1976-2016) (1) Given the reactants Cl[C:2]1[N:3]=[C:4]([OH:12])[C:5]2[CH:11]=[CH:10][N:9]=[CH:8][C:6]=2[N:7]=1.[CH3:13][N:14]([CH2:22][CH2:23][C:24]1[CH:29]=[CH:28][CH:27]=[CH:26][CH:25]=1)[C:15]1[CH:20]=[CH:19][C:18]([OH:21])=[CH:17][CH:16]=1, predict the reaction product. The product is: [CH3:13][N:14]([CH2:22][CH2:23][C:24]1[CH:29]=[CH:28][CH:27]=[CH:26][CH:25]=1)[C:15]1[CH:20]=[CH:19][C:18]([O:21][C:2]2[N:3]=[C:4]([OH:12])[C:5]3[CH:11]=[CH:10][N:9]=[CH:8][C:6]=3[N:7]=2)=[CH:17][CH:16]=1. (2) Given the reactants [NH:1]1[CH2:5][CH2:4][C:3]2([CH2:11][CH:10]3[N:12]([C:13]([O:15][C:16]([CH3:19])([CH3:18])[CH3:17])=[O:14])[CH:7]([CH2:8][CH2:9]3)[CH2:6]2)[CH2:2]1.Br[C:21]1[CH:28]=[CH:27][C:24]([C:25]#[N:26])=[CH:23][N:22]=1.CC(C1C=C(C(C)C)C(C2C=CC=CC=2P(C2CCCCC2)C2CCCCC2)=C(C(C)C)C=1)C.[O-]P([O-])([O-])=O.[K+].[K+].[K+], predict the reaction product. The product is: [C:25]([C:24]1[CH:27]=[CH:28][C:21]([N:1]2[CH2:5][CH2:4][C:3]3([CH2:11][CH:10]4[N:12]([C:13]([O:15][C:16]([CH3:19])([CH3:18])[CH3:17])=[O:14])[CH:7]([CH2:8][CH2:9]4)[CH2:6]3)[CH2:2]2)=[N:22][CH:23]=1)#[N:26]. (3) Given the reactants [CH2:1]([C@H:5]1[NH:16][C:15](=[O:17])[CH2:14][CH2:13][CH:12]=[CH:11][CH2:10][C@@H:9]([CH2:18][C:19]([O:21]C(C)(C)C)=O)[C:8](=[O:26])[O:7][CH2:6]1)[CH2:2][CH2:3][CH3:4].FC(F)(F)C(O)=O.C([C@H]1NC(=O)CCC=CC[C@@H](CC(O)=O)C(=O)OC1)CCC.[Cl:56][C:57]1[CH:62]=[CH:61][C:60]([CH2:63][NH2:64])=[CH:59][CH:58]=1, predict the reaction product. The product is: [CH2:1]([C@H:5]1[NH:16][C:15](=[O:17])[CH2:14][CH2:13][CH:12]=[CH:11][CH2:10][C@@H:9]([CH2:18][C:19]([NH:64][CH2:63][C:60]2[CH:61]=[CH:62][C:57]([Cl:56])=[CH:58][CH:59]=2)=[O:21])[C:8](=[O:26])[O:7][CH2:6]1)[CH2:2][CH2:3][CH3:4]. (4) Given the reactants Cl[C:2]1[CH:7]=[C:6](Cl)[N:5]=[CH:4][N:3]=1.[CH3:9][O:10][C:11]1[CH:16]=[CH:15][C:14](B(O)O)=[CH:13][CH:12]=1.[C:20](=[O:23])([O-])[O-].[Na+].[Na+], predict the reaction product. The product is: [CH3:9][O:10][C:11]1[CH:16]=[CH:15][C:14]([C:2]2[CH:7]=[C:6]([C:11]3[CH:16]=[CH:15][C:14]([O:23][CH3:20])=[CH:13][CH:12]=3)[N:5]=[CH:4][N:3]=2)=[CH:13][CH:12]=1. (5) Given the reactants [CH2:1]1[CH:6]2[CH2:7][C:8]3([NH2:11])[CH2:10][CH:4]([CH2:5]2)[CH2:3][CH:2]1[CH2:9]3.Cl[CH2:13][C:14]1[S:18][C:17]([CH3:19])=[N:16][CH:15]=1, predict the reaction product. The product is: [CH3:19][C:17]1[S:18][C:14]([CH2:13][N:11]([CH2:13][C:14]2[S:18][C:17]([CH3:19])=[N:16][CH:15]=2)[C:8]23[CH2:10][CH:4]4[CH2:5][CH:6]([CH2:1][CH:2]([CH2:3]4)[CH2:9]2)[CH2:7]3)=[CH:15][N:16]=1.